Task: Binary Classification. Given a drug SMILES string, predict its activity (active/inactive) in a high-throughput screening assay against a specified biological target.. Dataset: Serine/threonine kinase 33 screen with 319,792 compounds (1) The molecule is s1cc(c2oc(nn2)CCC(=O)N(Cc2cc(OC)ccc2)C)cc1. The result is 0 (inactive). (2) The drug is Clc1ccc(S(=O)(=O)NC(CCSC)C(OCC(=O)NC2CCCCC2)=O)cc1. The result is 0 (inactive). (3) The compound is S=C(N\N=C(\c1ccc(CCCC(OCC)=O)cc1)C)NC. The result is 0 (inactive). (4) The drug is s1c(/C(=N/OC(=O)c2ccc(OC)cc2)C)ccc1. The result is 1 (active). (5) The compound is o1c(nc2c1cccc2)c1cc2c(oc1=O)cccc2. The result is 0 (inactive). (6) The compound is S1C(NC(=O)C)C(=Nc2c1cccc2)c1ccccc1. The result is 0 (inactive). (7) The drug is O1CCN(CC1)c1ccc(NC(=O)CN2CCN(CC2)Cc2ccccc2)cc1. The result is 0 (inactive). (8) The molecule is S(=O)(=O)(N1CCC(CC1)C(=O)NCc1cc(OC)c(OCC)cc1)N1CCCC1. The result is 0 (inactive). (9) The drug is S(=O)(=O)(N)c1ccc(N2C(C(=C(O)C2=O)C(=O)C)c2c(F)cccc2)cc1. The result is 0 (inactive).